From a dataset of Full USPTO retrosynthesis dataset with 1.9M reactions from patents (1976-2016). Predict the reactants needed to synthesize the given product. (1) The reactants are: [OH:1][N:2]1[C:7]([CH3:9])([CH3:8])[CH2:6][CH:5]([OH:10])[CH2:4][C:3]1([CH3:12])[CH3:11].N(OC(C)(C)C)=O.[Br:20][C:21]1[CH:27]=[C:26]([Br:28])[CH:25]=[CH:24][C:22]=1N. Given the product [Br:20][C:21]1[CH:27]=[C:26]([Br:28])[CH:25]=[CH:24][C:22]=1[O:1][N:2]1[C:7]([CH3:8])([CH3:9])[CH2:6][CH:5]([OH:10])[CH2:4][C:3]1([CH3:12])[CH3:11], predict the reactants needed to synthesize it. (2) Given the product [CH2:1]([O:2][CH:3]([O:26][CH2:22][CH2:23][CH2:24][CH3:25])[C:4](=[N:7][OH:8])[C:5]#[N:6])[CH2:19][CH2:17][CH3:18].[CH2:22]([O:26][CH:3]([O:2][CH3:1])[C:4](=[N:7][OH:8])[C:5]#[N:6])[CH2:23][CH2:24][CH3:25].[CH3:1][O:2][CH:3]([O:16][CH3:14])[C:4](=[N:7][OH:8])[C:5]#[N:6], predict the reactants needed to synthesize it. The reactants are: [CH3:1][O:2][CH:3]=[CH:4][C:5]#[N:6].[N:7](OCCCC)=[O:8].[CH2:14]([O:16][CH2:17][CH3:18])C.[CH3:19]O.Cl.[CH2:22]([OH:26])[CH2:23][CH2:24][CH3:25].